From a dataset of Full USPTO retrosynthesis dataset with 1.9M reactions from patents (1976-2016). Predict the reactants needed to synthesize the given product. (1) Given the product [N:21]1([CH2:20][C:18]([C:14]2[CH:13]=[C:12]3[C:17](=[CH:16][CH:15]=2)[C@H:8]([NH2:7])[CH2:9][CH2:10][CH2:11]3)=[CH2:19])[CH2:22][CH2:23][CH2:24][CH2:25][CH2:26]1, predict the reactants needed to synthesize it. The reactants are: C(OC(=O)[NH:7][C@H:8]1[C:17]2[C:12](=[CH:13][C:14]([C:18]([CH2:20][N:21]3[CH2:26][CH2:25][CH2:24][CH2:23][CH2:22]3)=[CH2:19])=[CH:15][CH:16]=2)[CH2:11][CH2:10][CH2:9]1)(C)(C)C.C(O)(C(F)(F)F)=O. (2) Given the product [OH:4][C@H:5]1[CH2:10][C@H:9]([CH3:11])[CH2:8][CH2:7][C@H:6]1[C:12]([N:14]([CH:30]([CH3:32])[CH3:31])[C:15]1[S:16][C:17]([C:24]2[CH:25]=[CH:26][CH:27]=[CH:28][CH:29]=2)=[CH:18][C:19]=1[C:20]([OH:22])=[O:21])=[O:13], predict the reactants needed to synthesize it. The reactants are: C([O:4][C@H:5]1[CH2:10][C@H:9]([CH3:11])[CH2:8][CH2:7][C@H:6]1[C:12]([N:14]([CH:30]([CH3:32])[CH3:31])[C:15]1[S:16][C:17]([C:24]2[CH:29]=[CH:28][CH:27]=[CH:26][CH:25]=2)=[CH:18][C:19]=1[C:20]([O:22]C)=[O:21])=[O:13])(=O)C.[OH-].[Li+].C(OCC)(=O)C. (3) Given the product [CH2:1]([C:3]1[N:7]([CH2:8][CH2:9][CH3:10])[N:6]=[C:5]([C:11]#[N:13])[CH:4]=1)[CH3:2], predict the reactants needed to synthesize it. The reactants are: [CH2:1]([C:3]1[N:7]([CH2:8][CH2:9][CH3:10])[N:6]=[C:5]([C:11]([NH2:13])=O)[CH:4]=1)[CH3:2]. (4) Given the product [C:12]([O:16][C:17]([N:19]1[CH:23]=[CH:22][CH:21]=[C:20]1[C:2]1[CH:11]=[CH:10][C:5]([C:6]([O:8][CH3:9])=[O:7])=[CH:4][N:3]=1)=[O:18])([CH3:15])([CH3:13])[CH3:14], predict the reactants needed to synthesize it. The reactants are: Br[C:2]1[CH:11]=[CH:10][C:5]([C:6]([O:8][CH3:9])=[O:7])=[CH:4][N:3]=1.[C:12]([O:16][C:17]([N:19]1[CH:23]=[CH:22][CH:21]=[C:20]1B(O)O)=[O:18])([CH3:15])([CH3:14])[CH3:13].C1(P(C2C=CC=CC=2)C2C=CC=CC=2)C=CC=CC=1.C(=O)([O-])[O-].[K+].[K+]. (5) Given the product [OH:8][N:9]([CH2:12][C@H:13]([C:14]([N:36]1[CH2:37][CH2:38][CH2:39][C@H:35]1[C:33]1[O:34][C:30]2[CH:29]=[CH:28][C:27]([C:21]3[CH:22]=[CH:23][CH:24]=[CH:25][CH:26]=3)=[CH:40][C:31]=2[N:32]=1)=[O:15])[CH2:17][CH2:18][CH2:19][CH3:20])[CH:10]=[O:11], predict the reactants needed to synthesize it. The reactants are: C([O:8][N:9]([CH2:12][C@@H:13]([CH2:17][CH2:18][CH2:19][CH3:20])[C:14](O)=[O:15])[CH:10]=[O:11])C1C=CC=CC=1.[C:21]1([C:27]2[CH:28]=[CH:29][C:30]3[O:34][C:33]([C@@H:35]4[CH2:39][CH2:38][CH2:37][NH:36]4)=[N:32][C:31]=3[CH:40]=2)[CH:26]=[CH:25][CH:24]=[CH:23][CH:22]=1. (6) Given the product [CH2:1]([C@@:4]1([C:16]([NH:19][C:20]2[CH:25]=[CH:24][CH:23]=[CH:22][C:21]=2[C:26]2[CH:27]=[CH:28][CH:29]=[CH:30][CH:31]=2)=[O:18])[CH2:8][CH2:7][CH2:6][N:5]1[C:9]([O:11][C:12]([CH3:13])([CH3:14])[CH3:15])=[O:10])[CH:2]=[CH2:3], predict the reactants needed to synthesize it. The reactants are: [CH2:1]([C@@:4]1([C:16]([OH:18])=O)[CH2:8][CH2:7][CH2:6][N:5]1[C:9]([O:11][C:12]([CH3:15])([CH3:14])[CH3:13])=[O:10])[CH:2]=[CH2:3].[NH2:19][C:20]1[CH:25]=[CH:24][CH:23]=[CH:22][C:21]=1[C:26]1[CH:31]=[CH:30][CH:29]=[CH:28][CH:27]=1.O=P(Cl)(Cl)Cl.